This data is from Forward reaction prediction with 1.9M reactions from USPTO patents (1976-2016). The task is: Predict the product of the given reaction. Given the reactants Cl[S:2]([C:5]1[CH:26]=[CH:25][C:8]([O:9][C:10]2[C:19]([S:20]([CH3:23])(=[O:22])=[O:21])=[CH:18][C:13]([C:14]([O:16][CH3:17])=[O:15])=[C:12]([CH3:24])[CH:11]=2)=[CH:7][C:6]=1[S:27]([F:32])([F:31])([F:30])([F:29])[F:28])(=[O:4])=[O:3].[O-]S([O-])=O.[Na+:37].[Na+].[OH-].[Na+].Cl, predict the reaction product. The product is: [CH3:23][S:20]([C:19]1[CH:18]=[C:13]([C:14]([O:16][CH3:17])=[O:15])[C:12]([CH3:24])=[CH:11][C:10]=1[O:9][C:8]1[CH:25]=[CH:26][C:5]([S:2]([O-:4])=[O:3])=[C:6]([S:27]([F:28])([F:29])([F:30])([F:32])[F:31])[CH:7]=1)(=[O:21])=[O:22].[Na+:37].